Dataset: Reaction yield outcomes from USPTO patents with 853,638 reactions. Task: Predict the reaction yield, written as a fraction of the theoretical maximum amount of product (1.0 means a 100% yield; for example, 0.34 means a 34% yield). (1) The reactants are [C:1]([O:5][C:6]([N:8]1[C:16]2[C:11](=[CH:12][C:13]([S:17][Si](C(C)C)(C(C)C)C(C)C)=[CH:14][CH:15]=2)[CH:10]=[CH:9]1)=[O:7])([CH3:4])([CH3:3])[CH3:2].[F-].C([N+](CCCC)(CCCC)CCCC)CCC. The catalyst is O1CCCC1.C(OCC)(=O)C. The product is [C:1]([O:5][C:6]([N:8]1[C:16]2[C:11](=[CH:12][C:13]([SH:17])=[CH:14][CH:15]=2)[CH:10]=[CH:9]1)=[O:7])([CH3:4])([CH3:2])[CH3:3]. The yield is 0.330. (2) The product is [Cl:1][C:2]1[CH:3]=[C:4]([C:13]2[N:18]=[C:17]([CH3:19])[N:16]=[C:15]([N:20]([CH2:21][C:22]3[CH:23]=[CH:24][C:25]([O:28][CH3:29])=[CH:26][CH:27]=3)[CH2:30][C:31]3[CH:32]=[CH:33][C:34]([O:37][CH3:38])=[CH:35][CH:36]=3)[N:14]=2)[C:5]([F:8])=[N:6][CH:7]=1. The reactants are [Cl:1][C:2]1[CH:3]=[C:4](B(O)O)[C:5]([F:8])=[N:6][CH:7]=1.Cl[C:13]1[N:18]=[C:17]([CH3:19])[N:16]=[C:15]([N:20]([CH2:30][C:31]2[CH:36]=[CH:35][C:34]([O:37][CH3:38])=[CH:33][CH:32]=2)[CH2:21][C:22]2[CH:27]=[CH:26][C:25]([O:28][CH3:29])=[CH:24][CH:23]=2)[N:14]=1.CC(N)CC1C=CC=CC=1.OP(O)(O)=O.C([O-])(=O)C.[K+]. The catalyst is CCO.O. The yield is 0.770. (3) The yield is 0.620. No catalyst specified. The product is [Cl:8][C:6]1[N:5]=[C:4]([C:9]2[CH:14]=[C:13]([Cl:15])[CH:12]=[CH:11][C:10]=2[CH3:16])[N:3]=[C:2]([NH:17][C:18]2[CH:25]=[CH:24][C:21]([CH2:22][OH:23])=[CH:20][CH:19]=2)[N:7]=1. The reactants are Cl[C:2]1[N:7]=[C:6]([Cl:8])[N:5]=[C:4]([C:9]2[CH:14]=[C:13]([Cl:15])[CH:12]=[CH:11][C:10]=2[CH3:16])[N:3]=1.[NH2:17][C:18]1[CH:25]=[CH:24][C:21]([CH2:22][OH:23])=[CH:20][CH:19]=1. (4) The yield is 0.670. No catalyst specified. The product is [Br:1][C:2]1[C:3]2[C:7]([CH:8]=[CH:9][CH:10]=1)=[N:6][N:5]([CH2:12][C:13]1[CH:18]=[CH:17][CH:16]=[C:15]([F:19])[CH:14]=1)[CH:4]=2. The reactants are [Br:1][C:2]1[CH:10]=[CH:9][CH:8]=[C:7]2[C:3]=1[CH:4]=[N:5][NH:6]2.Br[CH2:12][C:13]1[CH:18]=[CH:17][CH:16]=[C:15]([F:19])[CH:14]=1. (5) The reactants are [OH:1][N:2]1[CH2:7][CH2:6][O:5][CH2:4][CH2:3]1.[CH:8]1([Mg]Cl)[CH2:13][CH2:12][CH2:11][CH2:10][CH2:9]1.[Cl-].[NH4+]. The catalyst is ClCCl.O=[Mn]=O. The product is [CH:8]1([CH:3]2[CH2:4][O:5][CH2:6][CH2:7][N:2]2[OH:1])[CH2:13][CH2:12][CH2:11][CH2:10][CH2:9]1. The yield is 0.240. (6) The reactants are [Li+].CC([N-][CH:6]([CH3:8])[CH3:7])C.[CH2:9]([O:11][C:12](=[O:17])[CH2:13][CH2:14][CH:15]=[CH2:16])[CH3:10].Br[CH2:19]C(C)=C. The catalyst is C1COCC1. The product is [CH2:9]([O:11][C:12](=[O:17])[CH:13]([CH2:8][CH:6]=[CH2:7])[CH2:14][C:15]([CH3:19])=[CH2:16])[CH3:10]. The yield is 1.00. (7) The reactants are [N+:1]([C:4]1[CH:9]=[CH:8][C:7]([N:10]=[N:11][C:12]2[CH:20]=[C:16]([C:17]([OH:19])=O)[C:15]([OH:21])=[CH:14][CH:13]=2)=[CH:6][CH:5]=1)([O-:3])=[O:2].[F:22][C:23]([F:36])([F:35])[C:24]1[CH:25]=[C:26]([CH:28]=[C:29]([C:31]([F:34])([F:33])[F:32])[CH:30]=1)[NH2:27]. No catalyst specified. The product is [F:22][C:23]([F:35])([F:36])[C:24]1[CH:25]=[C:26]([NH:27][C:17](=[O:19])[C:16]2[CH:20]=[C:12]([N:11]=[N:10][C:7]3[CH:6]=[CH:5][C:4]([N+:1]([O-:3])=[O:2])=[CH:9][CH:8]=3)[CH:13]=[CH:14][C:15]=2[OH:21])[CH:28]=[C:29]([C:31]([F:32])([F:34])[F:33])[CH:30]=1. The yield is 0.113. (8) The reactants are Cl[C:2]1[N:11]=[C:10]([N:12]([C:14]2[CH:19]=[CH:18][C:17]([O:20][CH3:21])=[CH:16][CH:15]=2)[CH3:13])[C:9]2[C:4](=[CH:5][CH:6]=[CH:7][CH:8]=2)[N:3]=1.[CH3:22][NH:23][CH3:24].CO. No catalyst specified. The product is [CH3:22][N:23]([CH3:24])[C:2]1[N:11]=[C:10]([N:12]([C:14]2[CH:19]=[CH:18][C:17]([O:20][CH3:21])=[CH:16][CH:15]=2)[CH3:13])[C:9]2[C:4](=[CH:5][CH:6]=[CH:7][CH:8]=2)[N:3]=1. The yield is 0.830. (9) The reactants are [ClH:1].[CH3:2][C:3]1[CH:4]=[CH:5][CH:6]=[CH:7][C:8]=1[O:9][C@@H:10]([C:15]1[CH:16]=[CH:17][CH:18]=[CH:19][CH:20]=1)[CH2:11][CH2:12][NH:13][CH3:14]. The catalyst is C(OCCCC)(=O)C. The product is [ClH:1].[CH3:14][NH:13][CH2:12][CH2:11][C@@H:10]([O:9][C:8]1[CH:7]=[CH:6][CH:5]=[CH:4][C:3]=1[CH3:2])[C:15]1[CH:16]=[CH:17][CH:18]=[CH:19][CH:20]=1. The yield is 0.998. (10) The reactants are [NH2:1][C:2]1[CH:7]=[CH:6][CH:5]=[CH:4][C:3]=1[CH:8]1[N:13]2[N:14]=[C:15]([C:19]3[CH:24]=[CH:23][C:22]([OH:25])=[CH:21][CH:20]=3)[C:16]([C:17]#[N:18])=[C:12]2[NH:11][CH2:10][CH2:9]1.C1C=CC(P(C2C=CC=CC=2)C2C=CC=CC=2)=CC=1.[O:45]1[CH2:50][CH2:49][CH:48](O)[CH2:47][CH2:46]1.CC(OC(/N=N/C(OC(C)C)=O)=O)C. The catalyst is C1COCC1. The product is [NH2:1][C:2]1[CH:7]=[CH:6][CH:5]=[CH:4][C:3]=1[CH:8]1[N:13]2[N:14]=[C:15]([C:19]3[CH:20]=[CH:21][C:22]([O:25][CH:48]4[CH2:49][CH2:50][O:45][CH2:46][CH2:47]4)=[CH:23][CH:24]=3)[C:16]([C:17]#[N:18])=[C:12]2[NH:11][CH2:10][CH2:9]1. The yield is 0.120.